Dataset: Forward reaction prediction with 1.9M reactions from USPTO patents (1976-2016). Task: Predict the product of the given reaction. (1) Given the reactants [F:1][C:2]([F:24])([F:23])[C:3]1[CH:8]=[CH:7][C:6]([CH:9]=[CH:10][CH2:11]C23C=CC=CC2C(NC3=O)=O)=[CH:5][CH:4]=1.O.[NH2:26]N, predict the reaction product. The product is: [F:1][C:2]([F:24])([F:23])[C:3]1[CH:8]=[CH:7][C:6]([CH:9]=[CH:10][CH2:11][NH2:26])=[CH:5][CH:4]=1. (2) The product is: [CH:17]([O:1][C:2]1[CH:11]=[C:6]([CH2:7][OH:9])[CH:5]=[C:4]([CH2:12][OH:14])[CH:3]=1)([CH3:19])[CH3:18]. Given the reactants [OH:1][C:2]1[CH:3]=[C:4]([C:12]([O:14]C)=O)[CH:5]=[C:6]([CH:11]=1)[C:7]([O:9]C)=O.I[CH:17]([CH3:19])[CH3:18].C(=O)([O-])[O-].[K+].[K+].[H-].[Al+3].[Li+].[H-].[H-].[H-].O.O.O.O.O.O.O.O.O.O.S([O-])([O-])(=O)=O.[Na+].[Na+], predict the reaction product.